From a dataset of Full USPTO retrosynthesis dataset with 1.9M reactions from patents (1976-2016). Predict the reactants needed to synthesize the given product. (1) The reactants are: [CH3:1][C:2]1[C:7]([N+:8]([O-:10])=[O:9])=[CH:6][CH:5]=[CH:4][C:3]=1[O:11][CH3:12].C=O.C[C:16](C)([O-:18])C.[K+].C1COCC1. Given the product [CH3:12][O:11][C:3]1[CH:4]=[CH:5][CH:6]=[C:7]([N+:8]([O-:10])=[O:9])[C:2]=1[CH2:1][CH2:16][OH:18], predict the reactants needed to synthesize it. (2) Given the product [CH2:14]([O:16][C:17]1[CH:22]=[CH:21][CH:20]=[CH:19][C:18]=1[S:23]([Cl:28])(=[O:25])=[O:24])[CH3:15], predict the reactants needed to synthesize it. The reactants are: CN(CCN(C)C)C.C([Li])CCC.[CH2:14]([O:16][C:17]1[CH:22]=[CH:21][CH:20]=[CH:19][CH:18]=1)[CH3:15].[S:23](=[O:25])=[O:24].S(Cl)([Cl:28])=O. (3) Given the product [Cl:1][C:2]1[C:7]([CH3:8])=[CH:6][C:5]([C:16](=[O:18])[CH3:17])=[C:4]([OH:9])[CH:3]=1, predict the reactants needed to synthesize it. The reactants are: [Cl:1][C:2]1[CH:3]=[C:4]([OH:9])[CH:5]=[CH:6][C:7]=1[CH3:8].N1C=CC=CC=1.[C:16](Cl)(=[O:18])[CH3:17]. (4) Given the product [Br:27][C:16]1[CH:17]=[C:18]2[C:23](=[CH:24][C:15]=1[O:14][CH:11]1[CH2:10][CH2:9][N:8]([C:6]([O:5][C:1]([CH3:4])([CH3:3])[CH3:2])=[O:7])[CH2:13][CH2:12]1)[N:22]=[C:21]([S:30]([CH3:34])(=[O:32])=[O:29])[N:20]=[CH:19]2, predict the reactants needed to synthesize it. The reactants are: [C:1]([O:5][C:6]([N:8]1[CH2:13][CH2:12][CH:11]([O:14][C:15]2[CH:24]=[C:23]3[C:18]([CH:19]=[N:20][C:21](SC)=[N:22]3)=[CH:17][C:16]=2[Br:27])[CH2:10][CH2:9]1)=[O:7])([CH3:4])([CH3:3])[CH3:2].O[O:29][S:30]([O-:32])=O.[K+].[CH2:34]1COCC1.